This data is from Forward reaction prediction with 1.9M reactions from USPTO patents (1976-2016). The task is: Predict the product of the given reaction. (1) Given the reactants [Cl:1][C:2]1[CH:3]=[C:4]([C:12]2[O:16][N:15]=[C:14]([C:17]3[CH:18]=[CH:19][CH:20]=[C:21]4[C:25]=3[NH:24][CH:23]=[C:22]4[CH:26]=O)[N:13]=2)[CH:5]=[CH:6][C:7]=1[O:8][CH:9]([CH3:11])[CH3:10].[NH2:28][C@@H:29]([C:31]([O:33]C)=[O:32])[CH3:30].[BH-](OC(C)=O)(OC(C)=O)O[C:37](C)=O.[Na+].C=O, predict the reaction product. The product is: [Cl:1][C:2]1[CH:3]=[C:4]([C:12]2[O:16][N:15]=[C:14]([C:17]3[CH:18]=[CH:19][CH:20]=[C:21]4[C:25]=3[NH:24][CH:23]=[C:22]4[CH2:26][N:28]([CH3:37])[C@@H:29]([C:31]([OH:33])=[O:32])[CH3:30])[N:13]=2)[CH:5]=[CH:6][C:7]=1[O:8][CH:9]([CH3:11])[CH3:10]. (2) Given the reactants ClCCCl.C([C@@H]1OC(=O)C[C@H]2[C@H]3[C@@H](C=C2C(=O)[C@H](C)C(=O)CCC1)[C@H]1[C@@H](C[C@@H](O[C@H]2[C@H](OC)C(OC)[C@@H](OC)[C@H](C)O2)C1)C=C3)C.[CH2:47]([C@@H:49]1[O:60][C:59](=[O:61])[CH2:58][C@H:57]2[C@H:62]3[C@@H:70]([CH:71]=[C:56]2[C:55](=[O:87])[C@H:54]([CH3:88])[C:53](=O)[CH2:52][CH2:51][CH2:50]1)[C@H:69]1[C@@H:65]([CH2:66][C@@H:67]([O:72][C@H:73]2[C@H:78]([O:79][CH3:80])[CH:77]([O:81][CH3:82])[C@@H:76]([O:83][CH3:84])[C@H:75]([CH3:85])[O:74]2)[CH2:68]1)[C:64]([CH3:86])=[CH:63]3)[CH3:48].[BH3-][C:91]#[N:92].[Na+], predict the reaction product. The product is: [NH2:92][CH:53]1[CH2:52][CH2:51][CH2:50][C@H:49]([CH2:47][CH3:48])[O:60][C:59](=[O:61])[CH2:58][C@H:57]2[C@H:62]3[C@@H:70]([CH:71]=[C:56]2[C:55](=[O:87])[C@@H:54]1[CH3:88])[C@H:69]1[C@@H:65]([CH2:66][C@@H:67]([O:72][C@H:73]2[C@H:78]([O:79][CH3:80])[CH:77]([O:81][CH3:82])[C@@H:76]([O:83][CH3:84])[C@H:75]([CH3:85])[O:74]2)[CH2:68]1)[CH:64]=[CH:63]3.[NH2:92][CH:91]1[CH2:52][CH2:51][CH2:50][C@H:49]([CH2:47][CH3:48])[O:60][C:59](=[O:61])[CH2:58][C@H:57]2[C@H:62]3[C@@H:70]([CH:71]=[C:56]2[C:55](=[O:87])[C@@H:54]1[CH3:53])[C@H:69]1[C@@H:65]([CH2:66][C@@H:67]([O:72][C@H:73]2[C@H:78]([O:79][CH3:80])[CH:77]([O:81][CH3:82])[C@@H:76]([O:83][CH3:84])[C@H:75]([CH3:85])[O:74]2)[CH2:68]1)[C:64]([CH3:86])=[CH:63]3. (3) The product is: [N:12]1([CH2:11][C:8]([NH:25][C:24]2[CH:26]=[CH:27][C:28]([F:29])=[C:22]([Cl:21])[CH:23]=2)=[O:10])[C:16]2[CH:17]=[CH:18][CH:19]=[CH:20][C:15]=2[N:14]=[CH:13]1. Given the reactants FC(F)(F)C([O-])=O.[C:8]([CH2:11][N:12]1[C:16]2[CH:17]=[CH:18][CH:19]=[CH:20][C:15]=2[NH+:14]=[CH:13]1)([OH:10])=O.[Cl:21][C:22]1[CH:23]=[C:24]([CH:26]=[CH:27][C:28]=1[F:29])[NH2:25], predict the reaction product. (4) Given the reactants [CH2:1]([O:8][C:9]([N:11]1[CH2:16][CH2:15][CH:14]([CH2:17][NH:18][C:19]2[CH:24]=[CH:23][N:22]=[C:21]([C:25](O)=[O:26])[CH:20]=2)[CH2:13][CH2:12]1)=[O:10])[C:2]1[CH:7]=[CH:6][CH:5]=[CH:4][CH:3]=1.B.O1CCCC1, predict the reaction product. The product is: [CH2:1]([O:8][C:9]([N:11]1[CH2:12][CH2:13][CH:14]([CH2:17][NH:18][C:19]2[CH:24]=[CH:23][N:22]=[C:21]([CH2:25][OH:26])[CH:20]=2)[CH2:15][CH2:16]1)=[O:10])[C:2]1[CH:7]=[CH:6][CH:5]=[CH:4][CH:3]=1. (5) Given the reactants O.[NH2:2][NH2:3].[CH2:4]([O:6][C:7](=[O:18])[C:8]([CH:10]1[CH2:14][CH2:13][C:12]([CH3:16])([CH3:15])[C:11]1=O)=O)[CH3:5], predict the reaction product. The product is: [CH2:4]([O:6][C:7]([C:8]1[C:10]2[CH2:14][CH2:13][C:12]([CH3:16])([CH3:15])[C:11]=2[NH:3][N:2]=1)=[O:18])[CH3:5]. (6) Given the reactants Br[C:2]1[CH:3]=[N:4][C:5]2[C:10]([CH:11]=1)=[CH:9][C:8]([OH:12])=[CH:7][C:6]=2[Cl:13].[I-:14].[Na+].N, predict the reaction product. The product is: [Cl:13][C:6]1[CH:7]=[C:8]([OH:12])[CH:9]=[C:10]2[C:5]=1[N:4]=[CH:3][C:2]([I:14])=[CH:11]2. (7) Given the reactants [Br:1][C:2]1[CH:3]=[C:4]2[C:9](=[CH:10][CH:11]=1)[N:8]=[CH:7][C:6]([S:12]([CH3:15])(=[O:14])=[O:13])=[C:5]2Cl.[CH2:17]([N:19]([CH2:27][CH3:28])[CH:20]1[CH2:25][CH2:24][CH:23]([NH2:26])[CH2:22][CH2:21]1)[CH3:18], predict the reaction product. The product is: [Br:1][C:2]1[CH:3]=[C:4]2[C:9](=[CH:10][CH:11]=1)[N:8]=[CH:7][C:6]([S:12]([CH3:15])(=[O:14])=[O:13])=[C:5]2[NH:26][CH:23]1[CH2:22][CH2:21][CH:20]([N:19]([CH2:27][CH3:28])[CH2:17][CH3:18])[CH2:25][CH2:24]1. (8) Given the reactants [C:1]([C:3]1[CH:12]=[CH:11][C:6]([C:7]([O:9][CH3:10])=[O:8])=[C:5]([NH:13]C(=O)C(F)(F)F)[CH:4]=1)#[N:2].C(=O)([O-])[O-].[K+].[K+], predict the reaction product. The product is: [NH2:13][C:5]1[CH:4]=[C:3]([C:1]#[N:2])[CH:12]=[CH:11][C:6]=1[C:7]([O:9][CH3:10])=[O:8]. (9) Given the reactants [CH3:1][O:2][C:3](=[O:19])[C:4](=[C:6]1[CH2:11][CH2:10][N:9](CC2C=CC=CC=2)[CH2:8][CH2:7]1)[CH3:5].[CH3:32][C:31]([O:30][C:28](O[C:28]([O:30][C:31]([CH3:34])([CH3:33])[CH3:32])=[O:29])=[O:29])([CH3:34])[CH3:33], predict the reaction product. The product is: [C:31]([O:30][C:28]([N:9]1[CH2:10][CH2:11][CH:6]([CH:4]([C:3]([O:2][CH3:1])=[O:19])[CH3:5])[CH2:7][CH2:8]1)=[O:29])([CH3:32])([CH3:33])[CH3:34]. (10) Given the reactants [CH:1]1([NH:5][C:6]([C@@H:8]2[CH2:12][CH2:11][CH2:10][N:9]2[C:13](=[O:30])[CH2:14][O:15][C:16]2[N:20]([C:21]3[CH:26]=[CH:25][CH:24]=[CH:23][CH:22]=3)[N:19]=[C:18]([C:27](O)=[O:28])[CH:17]=2)=[O:7])[CH2:4][CH2:3][CH2:2]1.C1C=CC2N(O)N=NC=2C=1.CCN(C(C)C)C(C)C.[NH2:50][C@H:51]([C:53]([O:55][C:56]([CH3:59])([CH3:58])[CH3:57])=[O:54])[CH3:52].Cl, predict the reaction product. The product is: [C:56]([O:55][C:53](=[O:54])[C@@H:51]([NH:50][C:27]([C:18]1[CH:17]=[C:16]([O:15][CH2:14][C:13]([N:9]2[CH2:10][CH2:11][CH2:12][C@H:8]2[C:6](=[O:7])[NH:5][CH:1]2[CH2:4][CH2:3][CH2:2]2)=[O:30])[N:20]([C:21]2[CH:22]=[CH:23][CH:24]=[CH:25][CH:26]=2)[N:19]=1)=[O:28])[CH3:52])([CH3:59])([CH3:58])[CH3:57].